Dataset: Reaction yield outcomes from USPTO patents with 853,638 reactions. Task: Predict the reaction yield, written as a fraction of the theoretical maximum amount of product (1.0 means a 100% yield; for example, 0.34 means a 34% yield). (1) The reactants are [Cl:1][C:2]1[CH:10]=[CH:9][C:8]([N:11]2[CH:15]=[N:14][CH:13]=[N:12]2)=[CH:7][C:3]=1[C:4]([NH2:6])=[O:5].FC1C=CC([O:23][C:24](=O)[NH:25][C:26]2[S:27][C:28]3[CH:34]=[C:33]([S:35]([CH3:38])(=[O:37])=[O:36])[CH:32]=[CH:31][C:29]=3[N:30]=2)=CC=1.CC(C)([O-])C.[K+].Cl. The catalyst is C1COCC1. The product is [Cl:1][C:2]1[CH:10]=[CH:9][C:8]([N:11]2[CH:15]=[N:14][CH:13]=[N:12]2)=[CH:7][C:3]=1[C:4]([NH:6][C:24](=[O:23])[NH:25][C:26]1[S:27][C:28]2[CH:34]=[C:33]([S:35]([CH3:38])(=[O:37])=[O:36])[CH:32]=[CH:31][C:29]=2[N:30]=1)=[O:5]. The yield is 0.110. (2) The reactants are C[Si]([N-][Si](C)(C)C)(C)C.[Na+].[C:11]([O:14][CH2:15][CH3:16])(=[O:13])[CH3:12].Cl[C:18]1[S:19][C:20]2[CH:26]=[C:25]([C:27]([O:29][C:30]([CH3:33])([CH3:32])[CH3:31])=[O:28])[CH:24]=[CH:23][C:21]=2[N:22]=1.Cl. The catalyst is C1COCC1.C1(C)C=CC=CC=1. The product is [CH2:15]([O:14][C:11](=[O:13])[CH2:12][C:18]1[S:19][C:20]2[CH:26]=[C:25]([C:27]([O:29][C:30]([CH3:33])([CH3:32])[CH3:31])=[O:28])[CH:24]=[CH:23][C:21]=2[N:22]=1)[CH3:16]. The yield is 0.670.